From a dataset of Full USPTO retrosynthesis dataset with 1.9M reactions from patents (1976-2016). Predict the reactants needed to synthesize the given product. (1) Given the product [C:1]1([C:7]2[CH:8]=[N:9][N:10]3[CH:15]=[C:14]([C:16]4[CH:17]=[CH:18][C:19]([CH2:22][CH2:23][CH2:24][OH:25])=[CH:20][CH:21]=4)[CH:13]=[N:12][C:11]=23)[CH:2]=[CH:3][CH:4]=[CH:5][CH:6]=1, predict the reactants needed to synthesize it. The reactants are: [C:1]1([C:7]2[CH:8]=[N:9][N:10]3[CH:15]=[C:14]([C:16]4[CH:21]=[CH:20][C:19]([C:22]#[C:23][CH2:24][OH:25])=[CH:18][CH:17]=4)[CH:13]=[N:12][C:11]=23)[CH:6]=[CH:5][CH:4]=[CH:3][CH:2]=1. (2) Given the product [Br-:1].[CH2:12]([C:9]1[CH:10]=[CH:11][C:6]([CH2:5][CH2:4][CH2:3][CH2:2][N+:17]2[CH:18]=[CH:19][C:20]3[CH2:21][CH2:22][CH2:23][CH2:24][C:25]=3[CH:16]=2)=[CH:7][CH:8]=1)[CH2:13][CH2:14][CH3:15], predict the reactants needed to synthesize it. The reactants are: [Br:1][CH2:2][CH2:3][CH2:4][CH2:5][C:6]1[CH:11]=[CH:10][C:9]([CH2:12][CH2:13][CH2:14][CH3:15])=[CH:8][CH:7]=1.[CH2:16]1[C:25]2[C:20](=[CH:21][CH:22]=[CH:23][CH:24]=2)[CH2:19][CH2:18][NH:17]1. (3) Given the product [CH2:41]([C:48]1[CH:53]=[C:52]([CH3:54])[N:51]=[C:50]([NH:40][C:30]2[CH:31]=[CH:32][C:33]([C:34]3[O:38][C:37]([CH3:39])=[N:36][CH:35]=3)=[C:28]([O:27][CH3:26])[CH:29]=2)[N:49]=1)[C:42]1[CH:43]=[CH:44][CH:45]=[CH:46][CH:47]=1, predict the reactants needed to synthesize it. The reactants are: C1(P(C2CCCCC2)C2C=CC=CC=2C2C=CC=CC=2)CCCCC1.[CH3:26][O:27][C:28]1[CH:29]=[C:30]([NH2:40])[CH:31]=[CH:32][C:33]=1[C:34]1[O:38][C:37]([CH3:39])=[N:36][CH:35]=1.[CH2:41]([C:48]1[CH:53]=[C:52]([CH3:54])[N:51]=[C:50](Cl)[N:49]=1)[C:42]1[CH:47]=[CH:46][CH:45]=[CH:44][CH:43]=1.O. (4) Given the product [CH3:17][O:16][C:13]([CH3:15])([CH3:14])[CH:9]([NH:8][C:6](=[O:7])[O:5][C:1]([CH3:2])([CH3:3])[CH3:4])[C:10]([N:53]1[CH2:52][CH2:51][CH:50]([N:48]2[CH2:49][C:45]3=[CH:44][N:43]=[C:42]([CH3:41])[N:46]3[C:47]2=[O:56])[CH2:55][CH2:54]1)=[O:12], predict the reactants needed to synthesize it. The reactants are: [C:1]([O:5][C:6]([NH:8][CH:9]([C:13]([O:16][CH3:17])([CH3:15])[CH3:14])[C:10]([OH:12])=O)=[O:7])([CH3:4])([CH3:3])[CH3:2].C1C=CC2N(O)N=NC=2C=1.CCN=C=NCCCN(C)C.Cl.Cl.[CH3:41][C:42]1[N:46]2[C:47](=[O:56])[N:48]([CH:50]3[CH2:55][CH2:54][NH:53][CH2:52][CH2:51]3)[CH2:49][C:45]2=[CH:44][N:43]=1. (5) Given the product [CH3:11][O:12][C:13]1[CH:14]=[C:15]([N:16]=[CH:7][C:6]2[CH:9]=[CH:10][C:3]([NH:2][CH3:1])=[N:4][CH:5]=2)[CH:17]=[CH:18][CH:19]=1, predict the reactants needed to synthesize it. The reactants are: [CH3:1][NH:2][C:3]1[CH:10]=[CH:9][C:6]([CH:7]=O)=[CH:5][N:4]=1.[CH3:11][O:12][C:13]1[CH:14]=[C:15]([CH:17]=[CH:18][CH:19]=1)[NH2:16]. (6) Given the product [F:19][C:18]1[C:2]([C:29]#[C:28][C@@:26]([OH:30])([C:23]2[CH:22]=[C:21]([CH3:20])[O:25][N:24]=2)[CH3:27])=[CH:3][C:4]2[C:10]3[S:11][C:12]([C:14]([NH2:16])=[O:15])=[CH:13][C:9]=3[CH2:8][CH2:7][O:6][C:5]=2[CH:17]=1, predict the reactants needed to synthesize it. The reactants are: Br[C:2]1[C:18]([F:19])=[CH:17][C:5]2[O:6][CH2:7][CH2:8][C:9]3[CH:13]=[C:12]([C:14]([NH2:16])=[O:15])[S:11][C:10]=3[C:4]=2[CH:3]=1.[CH3:20][C:21]1[O:25][N:24]=[C:23]([C@:26]([OH:30])([C:28]#[CH:29])[CH3:27])[CH:22]=1. (7) The reactants are: [F:1][C:2]1[CH:8]=[C:7]([I:9])[CH:6]=[CH:5][C:3]=1[NH2:4].F[C:11]1[C:12]([C:18]#[N:19])=[N:13][CH:14]=[C:15]([F:17])[CH:16]=1.[Li+].C[Si]([N-][Si](C)(C)C)(C)C. Given the product [F:17][C:15]1[CH:16]=[C:11]([NH:4][C:3]2[CH:5]=[CH:6][C:7]([I:9])=[CH:8][C:2]=2[F:1])[C:12]([C:18]#[N:19])=[N:13][CH:14]=1, predict the reactants needed to synthesize it.